Dataset: Catalyst prediction with 721,799 reactions and 888 catalyst types from USPTO. Task: Predict which catalyst facilitates the given reaction. (1) Reactant: [CH2:1]([NH:4][C:5]1[CH:10]=[CH:9][CH:8]=[CH:7][C:6]=1[NH2:11])[C:2]#[CH:3].O=[C:13]([C:19]([O:21]CC)=O)[C:14]([O:16][CH2:17][CH3:18])=[O:15]. Product: [O:21]=[C:19]1[C:13]([C:14]([O:16][CH2:17][CH3:18])=[O:15])=[N:11][C:6]2[C:5](=[CH:10][CH:9]=[CH:8][CH:7]=2)[N:4]1[CH2:1][C:2]#[CH:3]. The catalyst class is: 11. (2) Reactant: I[CH:2]([CH3:4])[CH3:3].C(=O)([O-])[O-].[K+].[K+].[F:11][C:12]1[CH:13]=[CH:14][C:15]([N+:19]([O-:21])=[O:20])=[C:16]([OH:18])[CH:17]=1. Product: [F:11][C:12]1[CH:13]=[CH:14][C:15]([N+:19]([O-:21])=[O:20])=[C:16]([O:18][CH:2]([CH3:4])[CH3:3])[CH:17]=1. The catalyst class is: 21. (3) The catalyst class is: 150. Reactant: [CH3:1][N:2]([CH3:36])[C@H:3]1[CH2:7][CH2:6][N:5]([C:8]2[C:13]([N+:14]([O-])=O)=[CH:12][C:11]([NH:17][C:18]3[N:23]=[C:22]([C:24]4[C:32]5[C:27](=[CH:28][CH:29]=[CH:30][CH:31]=5)[N:26]([CH3:33])[CH:25]=4)[CH:21]=[CH:20][N:19]=3)=[C:10]([O:34][CH3:35])[CH:9]=2)[CH2:4]1.[NH4+].[Cl-].C(O)C. Product: [CH3:36][N:2]([CH3:1])[C@H:3]1[CH2:7][CH2:6][N:5]([C:8]2[CH:9]=[C:10]([O:34][CH3:35])[C:11]([NH:17][C:18]3[N:23]=[C:22]([C:24]4[C:32]5[C:27](=[CH:28][CH:29]=[CH:30][CH:31]=5)[N:26]([CH3:33])[CH:25]=4)[CH:21]=[CH:20][N:19]=3)=[CH:12][C:13]=2[NH2:14])[CH2:4]1. (4) Reactant: [CH2:1]([C:8]#[N:9])[C:2]1[CH:7]=[CH:6][CH:5]=[CH:4][CH:3]=1.C[Si](C)(C)N[Si](C)(C)C.[Li].[P:20]([O:26][CH2:27][CH3:28])([O:23][CH2:24][CH3:25])[O:21]Cl. Product: [C:8]([CH:1]([P:20](=[O:21])([O:26][CH2:27][CH3:28])[O:23][CH2:24][CH3:25])[C:2]1[CH:7]=[CH:6][CH:5]=[CH:4][CH:3]=1)#[N:9]. The catalyst class is: 7. (5) Reactant: [C:1]([OH:8])(=[O:7])/C=C/C(O)=O.[F:9][CH:10]([F:30])[O:11][C:12]1[CH:29]=[CH:28][C:15]([CH2:16][C@]2(CC)CNCCN2C(O)=O)=[CH:14][CH:13]=1.C(N1C=CN=C1)([N:33]1C=CN=C1)=O.Cl.[CH2:44]([NH:51][CH2:52][CH:53](O)[CH3:54])[C:45]1C=CC=C[CH:46]=1. Product: [CH3:54][C@@H:53]1[CH2:52][NH:51][CH2:44][C@@H:45]([CH3:46])[N:33]1[C:1]([O:8][CH2:16][C:15]1[CH:14]=[CH:13][C:12]([O:11][CH:10]([F:9])[F:30])=[CH:29][CH:28]=1)=[O:7]. The catalyst class is: 2. (6) Reactant: Br[C:2]1[CH:7]=[CH:6][C:5]([C:8]2[N:9]=[CH:10][C:11]([NH2:14])=[N:12][CH:13]=2)=[C:4]([F:15])[C:3]=1[O:16][CH3:17].[Br-].[CH:19]1([Zn+])[CH2:23][CH2:22][CH2:21][CH2:20]1. Product: [CH:19]1([C:2]2[CH:7]=[CH:6][C:5]([C:8]3[N:9]=[CH:10][C:11]([NH2:14])=[N:12][CH:13]=3)=[C:4]([F:15])[C:3]=2[O:16][CH3:17])[CH2:23][CH2:22][CH2:21][CH2:20]1. The catalyst class is: 167. (7) Reactant: [Br:1][C:2]1[CH:11]=[C:10]2[C:5]([C:6]([NH:15][CH2:16][CH2:17][CH2:18][OH:19])=[C:7]([N+:12]([O-:14])=[O:13])[CH:8]=[N:9]2)=[CH:4][CH:3]=1.C(N(CC)CC)C.[C:27]([Cl:30])(=[O:29])[CH3:28]. Product: [C:27]([Cl:30])(=[O:29])[CH3:28].[C:27]([O:19][CH2:18][CH2:17][CH2:16][NH:15][C:6]1[C:5]2[C:10](=[CH:11][C:2]([Br:1])=[CH:3][CH:4]=2)[N:9]=[CH:8][C:7]=1[N+:12]([O-:14])=[O:13])(=[O:29])[CH3:28]. The catalyst class is: 4. (8) Reactant: [Cl:1][C:2]1[N:7]=[N:6][C:5]([NH:8][NH2:9])=[CH:4][CH:3]=1.C(N(CC)CC)C.O.C(O)(=O)C.[C:22]([C:24]1[CH:25]=[C:26]([CH:30]=[CH:31][CH:32]=1)[C:27](Cl)=O)#[N:23]. Product: [Cl:1][C:2]1[CH:3]=[CH:4][C:5]2[N:6]([C:27]([C:26]3[CH:25]=[C:24]([CH:32]=[CH:31][CH:30]=3)[C:22]#[N:23])=[N:9][N:8]=2)[N:7]=1. The catalyst class is: 1. (9) Reactant: Br[C:2]1[C:3]([CH3:19])=[C:4]2[C:8](=[CH:9][CH:10]=1)[CH:7]([O:11][Si:12]([C:15]([CH3:18])([CH3:17])[CH3:16])([CH3:14])[CH3:13])[O:6][CH2:5]2.[Li+].CCC[CH2-].[CH3:25][C:26]([N:30]1[CH2:40][CH2:39][C:33]2([C:37](=[O:38])[NH:36][CH2:35][CH2:34]2)[CH2:32][CH2:31]1)([CH3:29])[CH:27]=[O:28]. Product: [Si:12]([O:11][CH:7]1[C:8]2[C:4](=[C:3]([CH3:19])[C:2]([CH:27]([OH:28])[C:26]([N:30]3[CH2:40][CH2:39][C:33]4([C:37](=[O:38])[NH:36][CH2:35][CH2:34]4)[CH2:32][CH2:31]3)([CH3:29])[CH3:25])=[CH:10][CH:9]=2)[CH2:5][O:6]1)([C:15]([CH3:18])([CH3:17])[CH3:16])([CH3:14])[CH3:13]. The catalyst class is: 7.